From a dataset of Full USPTO retrosynthesis dataset with 1.9M reactions from patents (1976-2016). Predict the reactants needed to synthesize the given product. (1) Given the product [CH2:1]([N:3]1[C:7]2=[N:8][C:9]([CH2:30][CH3:31])=[C:10]([CH2:19][NH:20][C:21]([CH:23]([CH2:27][CH2:28][CH3:29])[C:24]([NH:32][CH2:33][C:34]3[CH:35]=[CH:36][C:37]([F:61])=[C:38]([C:40]4[CH:45]=[CH:44][CH:43]=[C:42]([CH2:46][N:47]5[CH2:52][CH2:51][N:50]([C:53]([O:55][C:56]([CH3:58])([CH3:57])[CH3:59])=[O:54])[C@@H:49]([CH3:60])[CH2:48]5)[CH:41]=4)[CH:39]=3)=[O:25])=[O:22])[C:11]([NH:12][CH:13]3[CH2:14][CH2:15][O:16][CH2:17][CH2:18]3)=[C:6]2[CH:5]=[N:4]1)[CH3:2], predict the reactants needed to synthesize it. The reactants are: [CH2:1]([N:3]1[C:7]2=[N:8][C:9]([CH2:30][CH3:31])=[C:10]([CH2:19][NH:20][C:21]([CH:23]([CH2:27][CH2:28][CH3:29])[C:24](O)=[O:25])=[O:22])[C:11]([NH:12][CH:13]3[CH2:18][CH2:17][O:16][CH2:15][CH2:14]3)=[C:6]2[CH:5]=[N:4]1)[CH3:2].[NH2:32][CH2:33][C:34]1[CH:35]=[CH:36][C:37]([F:61])=[C:38]([C:40]2[CH:45]=[CH:44][CH:43]=[C:42]([CH2:46][N:47]3[CH2:52][CH2:51][N:50]([C:53]([O:55][C:56]([CH3:59])([CH3:58])[CH3:57])=[O:54])[C@@H:49]([CH3:60])[CH2:48]3)[CH:41]=2)[CH:39]=1.CN(C(ON1N=NC2C=CC=CC1=2)=[N+](C)C)C.F[P-](F)(F)(F)(F)F.CCN(CC)CC. (2) Given the product [Cl:10][C:11]1[CH:16]=[CH:15][C:14]([C:17]2[CH:22]=[CH:21][C:20]([S:23]([NH:1][C@H:2]([P:6](=[O:8])([OH:7])[OH:9])[CH:3]([CH3:5])[CH3:4])(=[O:25])=[O:24])=[CH:19][CH:18]=2)=[CH:13][CH:12]=1, predict the reactants needed to synthesize it. The reactants are: [NH2:1][C@H:2]([P:6](=[O:9])([OH:8])[OH:7])[CH:3]([CH3:5])[CH3:4].[Cl:10][C:11]1[CH:16]=[CH:15][C:14]([C:17]2[CH:22]=[CH:21][C:20]([S:23](Cl)(=[O:25])=[O:24])=[CH:19][CH:18]=2)=[CH:13][CH:12]=1. (3) Given the product [N+:21]([C:17]1[CH:16]=[C:15]([CH:14]([CH3:26])[C:13]([O:12][CH3:11])=[O:24])[CH:20]=[CH:19][CH:18]=1)([O-:23])=[O:22], predict the reactants needed to synthesize it. The reactants are: C[Si](C)(C)[N-][Si](C)(C)C.[Li+].[CH3:11][O:12][C:13](=[O:24])[CH2:14][C:15]1[CH:20]=[CH:19][CH:18]=[C:17]([N+:21]([O-:23])=[O:22])[CH:16]=1.I[CH3:26].[Cl-].[NH4+]. (4) Given the product [CH2:1]([O:3][CH2:4][C:5]1[N:6]([CH2:18][CH2:19][CH2:20][O:21][N:22]=[C:23]([CH3:24])[CH3:25])[C:7]2[C:16]3[CH:15]=[CH:14][CH:13]=[CH:12][C:11]=3[N+:10]([O-:34])=[CH:9][C:8]=2[N:17]=1)[CH3:2], predict the reactants needed to synthesize it. The reactants are: [CH2:1]([O:3][CH2:4][C:5]1[N:6]([CH2:18][CH2:19][CH2:20][O:21][N:22]=[C:23]([CH3:25])[CH3:24])[C:7]2[C:16]3[CH:15]=[CH:14][CH:13]=[CH:12][C:11]=3[N:10]=[CH:9][C:8]=2[N:17]=1)[CH3:2].C1C=C(Cl)C=C(C(OO)=[O:34])C=1.